The task is: Predict the product of the given reaction.. This data is from Forward reaction prediction with 1.9M reactions from USPTO patents (1976-2016). (1) The product is: [NH2:13][C:12]1[O:15][C:16]2[C:24]([CH:5]([C:4]3[CH:7]=[CH:8][CH:9]=[C:2]([F:1])[CH:3]=3)[C:11]=1[C:10]#[N:14])=[CH:23][CH:22]=[C:21]1[N:20]([CH3:25])[CH:19]=[CH:18][C:17]=21. Given the reactants [F:1][C:2]1[CH:3]=[C:4]([CH:7]=[CH:8][CH:9]=1)[CH:5]=O.[C:10](#[N:14])[CH2:11][C:12]#[N:13].[OH:15][C:16]1[CH:24]=[CH:23][CH:22]=[C:21]2[C:17]=1[CH:18]=[CH:19][N:20]2[CH3:25].N1CCCCC1, predict the reaction product. (2) The product is: [O:9]=[C:4]([C:12]1[S:11][CH:15]=[CH:14][CH:13]=1)[CH2:5][C:6]([O:7][CH2:2][CH3:10])=[O:8]. Given the reactants C[C:2]1([CH3:10])[O:7][C:6](=[O:8])[CH2:5][C:4](=[O:9])O1.[S:11]1[CH:15]=[CH:14][CH:13]=[C:12]1C(O)=O.C1CCC(N=C=NC2CCCCC2)CC1, predict the reaction product.